Dataset: Retrosynthesis with 50K atom-mapped reactions and 10 reaction types from USPTO. Task: Predict the reactants needed to synthesize the given product. (1) Given the product O=C(NC1CC1)c1ccc(-c2csc(NC(=O)C3CS[C@H](c4ccccc4)N3C(=O)OCc3ccccc3)n2)cc1, predict the reactants needed to synthesize it. The reactants are: Nc1nc(-c2ccc(C(=O)NC3CC3)cc2)cs1.O=C(O)C1CS[C@H](c2ccccc2)N1C(=O)OCc1ccccc1. (2) The reactants are: CS(=O)(=O)Cl.OCCc1cn(C(c2ccccc2)(c2ccccc2)c2ccccc2)cn1. Given the product CS(=O)(=O)OCCc1cn(C(c2ccccc2)(c2ccccc2)c2ccccc2)cn1, predict the reactants needed to synthesize it. (3) Given the product COc1ccc(OC)c(Sc2nc3c(N)ncnc3n2CCc2ccncc2)c1, predict the reactants needed to synthesize it. The reactants are: COc1ccc(OC)c(Sc2nc3c(N)ncnc3[nH]2)c1.ClCCc1ccncc1. (4) The reactants are: COC(=O)CCN.O=C(O)c1ccc(C2C(C(=O)c3ccc(OC(F)(F)F)cc3)C2c2ccc(C3CCCCC3)cc2)cc1. Given the product COC(=O)CCNC(=O)c1ccc(C2C(C(=O)c3ccc(OC(F)(F)F)cc3)C2c2ccc(C3CCCCC3)cc2)cc1, predict the reactants needed to synthesize it. (5) Given the product COc1ccc(Nc2nc(C)nc3ccc([N+](=O)[O-])cc23)cc1OC, predict the reactants needed to synthesize it. The reactants are: COc1ccc(N)cc1OC.Cc1nc(Cl)c2cc([N+](=O)[O-])ccc2n1. (6) Given the product Cc1ccc(CCCOS(=O)(=O)c2ccc(C)cc2)cc1, predict the reactants needed to synthesize it. The reactants are: Cc1ccc(CCCO)cc1.Cc1ccc(S(=O)(=O)Cl)cc1.